From a dataset of Peptide-MHC class I binding affinity with 185,985 pairs from IEDB/IMGT. Regression. Given a peptide amino acid sequence and an MHC pseudo amino acid sequence, predict their binding affinity value. This is MHC class I binding data. (1) The peptide sequence is STGKSIKFK. The MHC is HLA-B15:01 with pseudo-sequence HLA-B15:01. The binding affinity (normalized) is 0.0847. (2) The peptide sequence is RQMPTAFEF. The MHC is Mamu-B3901 with pseudo-sequence Mamu-B3901. The binding affinity (normalized) is 0.530. (3) The peptide sequence is RRATAILRK. The MHC is HLA-B18:01 with pseudo-sequence HLA-B18:01. The binding affinity (normalized) is 0.0847. (4) The peptide sequence is TKDTNDNNL. The MHC is HLA-A03:01 with pseudo-sequence HLA-A03:01. The binding affinity (normalized) is 0.0847. (5) The peptide sequence is QFKQDAKYSH. The MHC is HLA-A68:01 with pseudo-sequence HLA-A68:01. The binding affinity (normalized) is 0. (6) The peptide sequence is RRLLKFRVE. The MHC is HLA-B15:01 with pseudo-sequence HLA-B15:01. The binding affinity (normalized) is 0. (7) The peptide sequence is EHDKYHSNV. The MHC is Mamu-A07 with pseudo-sequence Mamu-A07. The binding affinity (normalized) is 0. (8) The peptide sequence is NPDIVIYQY. The MHC is HLA-A68:01 with pseudo-sequence HLA-A68:01. The binding affinity (normalized) is 0.0481.